Dataset: Forward reaction prediction with 1.9M reactions from USPTO patents (1976-2016). Task: Predict the product of the given reaction. (1) The product is: [CH3:31][N:28]1[CH2:27][CH2:26][N:25]([C:22]2[CH:21]=[CH:20][C:19]([NH:18][C:15]3[N:14]=[CH:13][C:12]4[C:17](=[C:8]([C:4]5[CH:3]=[C:2]([NH:1][C:32](=[O:35])[CH:33]=[CH2:34])[CH:7]=[CH:6][CH:5]=5)[CH:9]=[CH:10][CH:11]=4)[N:16]=3)=[CH:24][CH:23]=2)[CH2:30][CH2:29]1. Given the reactants [NH2:1][C:2]1[CH:3]=[C:4]([C:8]2[CH:9]=[CH:10][CH:11]=[C:12]3[C:17]=2[N:16]=[C:15]([NH:18][C:19]2[CH:24]=[CH:23][C:22]([N:25]4[CH2:30][CH2:29][N:28]([CH3:31])[CH2:27][CH2:26]4)=[CH:21][CH:20]=2)[N:14]=[CH:13]3)[CH:5]=[CH:6][CH:7]=1.[C:32](Cl)(=[O:35])[CH:33]=[CH2:34], predict the reaction product. (2) The product is: [CH3:1][O:2][C:3](=[O:19])[C:4]1[CH:9]=[C:8]([S:10](=[O:16])(=[O:15])[NH:11][CH2:12][CH2:13][O:14][C:27]2[CH:28]=[CH:29][C:24]([C:20]([CH3:23])([CH3:22])[CH3:21])=[CH:25][CH:26]=2)[CH:7]=[CH:6][C:5]=1[CH2:17][CH3:18]. Given the reactants [CH3:1][O:2][C:3](=[O:19])[C:4]1[CH:9]=[C:8]([S:10](=[O:16])(=[O:15])[NH:11][CH2:12][CH2:13][OH:14])[CH:7]=[CH:6][C:5]=1[CH2:17][CH3:18].[C:20]([C:24]1[CH:29]=[CH:28][CH:27]=[CH:26][C:25]=1O)([CH3:23])([CH3:22])[CH3:21].C1(P(C2C=CC=CC=2)C2C=CC=CC=2)C=CC=CC=1.N(C(OCC)=O)=NC(OCC)=O, predict the reaction product. (3) Given the reactants [N:1]1[NH:2][C:3]2[CH:4]=[CH:5][CH:6]=[C:7]3[CH2:13][CH2:12][C:11]4=[C:14]([CH:18]=[O:19])[CH:15]=[CH:16][CH:17]=[C:10]4[C:9]=1[C:8]=23.P([O-])(O)(O)=[O:21].[Na+].Cl[O-].[Na+].Cl, predict the reaction product. The product is: [N:1]1[NH:2][C:3]2[CH:4]=[CH:5][CH:6]=[C:7]3[CH2:13][CH2:12][C:11]4=[C:14]([C:18]([OH:21])=[O:19])[CH:15]=[CH:16][CH:17]=[C:10]4[C:9]=1[C:8]=23. (4) The product is: [Cl:15][C:16]1[CH:21]=[C:20]([O:22][C:23]([F:24])([F:25])[F:26])[CH:19]=[CH:18][C:17]=1[O:27][C:2]1[CH:7]=[N:6][NH:5][C:4](=[O:14])[CH:3]=1. Given the reactants I[C:2]1[CH:7]=[N:6][N:5](C2CCCCO2)[C:4](=[O:14])[CH:3]=1.[Cl:15][C:16]1[CH:21]=[C:20]([O:22][C:23]([F:26])([F:25])[F:24])[CH:19]=[CH:18][C:17]=1[OH:27], predict the reaction product.